The task is: Predict the reaction yield, written as a fraction of the theoretical maximum amount of product (1.0 means a 100% yield; for example, 0.34 means a 34% yield).. This data is from Reaction yield outcomes from USPTO patents with 853,638 reactions. (1) The reactants are ClCCl.[CH3:4][C:5]1([CH3:38])[C:17]2[NH:16][C:15]3[C:10](=[CH:11][CH:12]=[C:13]([C:18]#[N:19])[CH:14]=3)[C:9]=2[C:8](=[O:20])[C:7]2[CH:21]=[CH:22][C:23]([O:25][CH:26]3[CH2:31][O:30]C(C4C=CC=CC=4)[O:28][CH2:27]3)=[CH:24][C:6]1=2. The catalyst is O. The product is [OH:30][CH2:31][CH:26]([CH2:27][OH:28])[O:25][C:23]1[CH:22]=[CH:21][C:7]2[C:8](=[O:20])[C:9]3[C:10]4[C:15](=[CH:14][C:13]([C:18]#[N:19])=[CH:12][CH:11]=4)[NH:16][C:17]=3[C:5]([CH3:4])([CH3:38])[C:6]=2[CH:24]=1. The yield is 0.460. (2) The reactants are [Cl:1][C:2]1[C:3]([O:12][C:13]2[CH:18]=[C:17]([O:19][CH2:20][CH2:21][O:22][CH3:23])[CH:16]=[CH:15][C:14]=2[CH2:24][CH2:25][CH2:26][N:27]2C(=O)C3C(=CC=CC=3)C2=O)=[N:4][CH:5]=[C:6]([C:8]([F:11])([F:10])[F:9])[CH:7]=1.O.NN. The catalyst is CO. The product is [Cl:1][C:2]1[C:3]([O:12][C:13]2[CH:18]=[C:17]([O:19][CH2:20][CH2:21][O:22][CH3:23])[CH:16]=[CH:15][C:14]=2[CH2:24][CH2:25][CH2:26][NH2:27])=[N:4][CH:5]=[C:6]([C:8]([F:10])([F:9])[F:11])[CH:7]=1. The yield is 0.540.